This data is from Full USPTO retrosynthesis dataset with 1.9M reactions from patents (1976-2016). The task is: Predict the reactants needed to synthesize the given product. (1) Given the product [CH2:23]([N:25]([CH2:47][CH2:48][C:49]([OH:51])=[O:50])[C:26]([C@@H:28]1[CH:43]=[C:42]2[C@@H:32]([CH2:33][C:34]3([OH:46])[C:44]4[C:37](=[CH:38][CH:39]=[CH:40][C:41]2=4)[NH:36][C:35]3=[O:45])[N:30]([CH3:31])[CH2:29]1)=[O:27])[CH3:24], predict the reactants needed to synthesize it. The reactants are: O=C1NC2C3C1(O)C[C@@H]1C(C=3C=CC=2)=C[C@@H](C(=O)O)CN1C.[CH2:23]([N:25]([CH2:47][CH2:48][C:49]([O:51]CC)=[O:50])[C:26]([C@@H:28]1[CH:43]=[C:42]2[C@@H:32]([CH2:33][C:34]3([OH:46])[C:44]4[C:37](=[CH:38][CH:39]=[CH:40][C:41]2=4)[NH:36][C:35]3=[O:45])[N:30]([CH3:31])[CH2:29]1)=[O:27])[CH3:24].[OH-].[K+].Cl. (2) Given the product [CH2:1]([O:8][C:9]1[C:10]([O:19][CH3:20])=[CH:11][C:12]([CH3:18])=[C:13](/[CH:15]=[CH:16]/[CH:34]2[C:35]3[C:30](=[CH:29][C:28]([O:27][CH3:26])=[C:37]([O:38][CH3:39])[CH:36]=3)[CH2:31][CH2:32][NH:33]2)[CH:14]=1)[C:2]1[CH:7]=[CH:6][CH:5]=[CH:4][CH:3]=1, predict the reactants needed to synthesize it. The reactants are: [CH2:1]([O:8][C:9]1[CH:14]=[C:13](/[CH:15]=[CH:16]/Br)[C:12]([CH3:18])=[CH:11][C:10]=1[O:19][CH3:20])[C:2]1[CH:7]=[CH:6][CH:5]=[CH:4][CH:3]=1.[Li]C(C)(C)C.[CH3:26][O:27][C:28]1[CH:29]=[C:30]2[C:35](=[CH:36][C:37]=1[O:38][CH3:39])[CH:34]=[N:33][CH2:32][CH2:31]2.